Task: Predict the reaction yield, written as a fraction of the theoretical maximum amount of product (1.0 means a 100% yield; for example, 0.34 means a 34% yield).. Dataset: Reaction yield outcomes from USPTO patents with 853,638 reactions (1) The reactants are [Br:1][C:2]1[CH:3]=[C:4]([CH:11]=[CH:12][N:13]=1)[C:5](N(OC)C)=[O:6].[CH3:14][Mg+].[Br-]. The catalyst is C1COCC1. The product is [Br:1][C:2]1[CH:3]=[C:4]([C:5](=[O:6])[CH3:14])[CH:11]=[CH:12][N:13]=1. The yield is 0.909. (2) The reactants are [CH2:1]([N:8]1[CH2:13][C:12]2([CH2:18][CH2:17][NH:16][CH2:15][CH2:14]2)[O:11][CH:10]([C:19]2[CH:24]=[CH:23][CH:22]=[CH:21][CH:20]=2)[CH2:9]1)[C:2]1[CH:7]=[CH:6][CH:5]=[CH:4][CH:3]=1.[CH:25]([O:28][C:29]1[CH:37]=[CH:36][C:32]([C:33](O)=[O:34])=[CH:31][C:30]=1[CH3:38])([CH3:27])[CH3:26].CN(C(ON1N=NC2C=CC=NC1=2)=[N+](C)C)C.F[P-](F)(F)(F)(F)F.C(N(CC)CC)C. The catalyst is C(Cl)Cl.CN(C=O)C. The product is [CH2:1]([N:8]1[CH2:13][C:12]2([CH2:18][CH2:17][N:16]([C:33]([C:32]3[CH:36]=[CH:37][C:29]([O:28][CH:25]([CH3:26])[CH3:27])=[C:30]([CH3:38])[CH:31]=3)=[O:34])[CH2:15][CH2:14]2)[O:11][CH:10]([C:19]2[CH:24]=[CH:23][CH:22]=[CH:21][CH:20]=2)[CH2:9]1)[C:2]1[CH:3]=[CH:4][CH:5]=[CH:6][CH:7]=1. The yield is 1.00.